From a dataset of Experimentally validated miRNA-target interactions with 360,000+ pairs, plus equal number of negative samples. Binary Classification. Given a miRNA mature sequence and a target amino acid sequence, predict their likelihood of interaction. The miRNA is mmu-miR-26b-3p with sequence CCUGUUCUCCAUUACUUGGCUC. The protein sequence of the target gene is MAGSVADSDAVVKLDDGHLNNSLGSPVQADVYFPRLIVPFCGHIKGGMRPGKKVLVMGIVDLNPESFAISLTCGDSEDPPADVAIELKAVFTDRQLLRNSCISGERGEEQSAIPYFPFIPDQPFRVEILCEHPRFRVFVDGHQLFDFYHRIQTLSAIDTIKINGDLQITKLG. Result: 0 (no interaction).